From a dataset of TCR-epitope binding with 47,182 pairs between 192 epitopes and 23,139 TCRs. Binary Classification. Given a T-cell receptor sequence (or CDR3 region) and an epitope sequence, predict whether binding occurs between them. (1) The TCR CDR3 sequence is CASSYTQGADEQYF. Result: 0 (the TCR does not bind to the epitope). The epitope is ISPRTLNAW. (2) The epitope is RPPIFIRRL. The TCR CDR3 sequence is CASSLEAWATDTQYF. Result: 0 (the TCR does not bind to the epitope). (3) The epitope is ATDALMTGY. The TCR CDR3 sequence is CASSQEGSDNQPQHF. Result: 1 (the TCR binds to the epitope). (4) The epitope is SGPLKAEIAQRLED. The TCR CDR3 sequence is CASSLAGTSYEQYF. Result: 0 (the TCR does not bind to the epitope). (5) The epitope is VTEHDTLLY. The TCR CDR3 sequence is CASSQPIPGAYEQYF. Result: 0 (the TCR does not bind to the epitope). (6) The epitope is TLIGDCATV. The TCR CDR3 sequence is CASSQVGSGQVNQPQHF. Result: 1 (the TCR binds to the epitope). (7) The epitope is RIFTIGTVTLK. The TCR CDR3 sequence is CASSQGRNTGELFF. Result: 0 (the TCR does not bind to the epitope). (8) The epitope is RLRAEAQVK. The TCR CDR3 sequence is CSASGWVRQGAFYEQYF. Result: 1 (the TCR binds to the epitope). (9) The epitope is LLWNGPMAV. The TCR CDR3 sequence is CASSLRYHYRDEQFF. Result: 1 (the TCR binds to the epitope). (10) The epitope is FLNGSCGSV. The TCR CDR3 sequence is CSVGDTGYEQYF. Result: 1 (the TCR binds to the epitope).